From a dataset of Full USPTO retrosynthesis dataset with 1.9M reactions from patents (1976-2016). Predict the reactants needed to synthesize the given product. (1) Given the product [CH3:21][C:6]1[N:5]([CH:3]([CH3:4])[CH:2]=[O:1])[C:9]2=[N:10][CH:11]=[CH:12][CH:13]=[C:8]2[C:7]=1[C:14]([O:16][C:17]([CH3:18])([CH3:20])[CH3:19])=[O:15], predict the reactants needed to synthesize it. The reactants are: [OH:1][CH2:2][CH:3]([N:5]1[C:9]2=[N:10][CH:11]=[CH:12][CH:13]=[C:8]2[C:7]([C:14]([O:16][C:17]([CH3:20])([CH3:19])[CH3:18])=[O:15])=[C:6]1[CH3:21])[CH3:4]. (2) Given the product [CH:20]1([NH:26][C:27](=[O:28])[O:17][C:13]2[CH:12]=[C:11]3[C:16](=[CH:15][CH:14]=2)[N:8]([CH2:1][C:2]2[CH:3]=[CH:4][CH:5]=[CH:6][CH:7]=2)[CH2:9][C:10]3([CH3:19])[CH3:18])[CH2:25][CH2:24][CH2:23][CH2:22][CH2:21]1, predict the reactants needed to synthesize it. The reactants are: [CH2:1]([N:8]1[C:16]2[C:11](=[CH:12][C:13]([OH:17])=[CH:14][CH:15]=2)[C:10]([CH3:19])([CH3:18])[CH2:9]1)[C:2]1[CH:7]=[CH:6][CH:5]=[CH:4][CH:3]=1.[CH:20]1([N:26]=[C:27]=[O:28])[CH2:25][CH2:24][CH2:23][CH2:22][CH2:21]1. (3) Given the product [CH3:10][O:9][C:7](=[O:8])[C:6]1[CH:11]=[C:2]([Br:1])[C:3]([F:13])=[N:4][CH:5]=1, predict the reactants needed to synthesize it. The reactants are: [Br:1][C:2]1[C:3](Cl)=[N:4][CH:5]=[C:6]([CH:11]=1)[C:7]([O:9][CH3:10])=[O:8].[F-:13].[K+]. (4) Given the product [F:1][C:2]1[CH:10]=[C:9]([C:11]2[CH:16]=[N:15][C:14]([O:17][CH2:18][CH:19]3[CH2:20][CH2:21][N:22]([CH2:25][C:26]([F:29])([CH3:27])[CH3:28])[CH2:23][CH2:24]3)=[CH:13][N:12]=2)[CH:8]=[CH:7][C:3]=1[C:4]([N:53]1[CH2:57][CH2:56][CH2:55][C@H:54]1[C:58]([NH2:60])=[O:59])=[O:5], predict the reactants needed to synthesize it. The reactants are: [F:1][C:2]1[CH:10]=[C:9]([C:11]2[CH:16]=[N:15][C:14]([O:17][CH2:18][CH:19]3[CH2:24][CH2:23][N:22]([CH2:25][C:26]([F:29])([CH3:28])[CH3:27])[CH2:21][CH2:20]3)=[CH:13][N:12]=2)[CH:8]=[CH:7][C:3]=1[C:4](O)=[O:5].C(Cl)CCl.C1C=CC2N(O)N=NC=2C=1.CCN(C(C)C)C(C)C.[NH:53]1[CH2:57][CH2:56][CH2:55][C@H:54]1[C:58]([NH2:60])=[O:59]. (5) Given the product [Br:1][C:2]1[C:3]([O:12][CH3:11])=[N:4][C:5]([CH3:9])=[CH:6][C:7]=1[CH3:8], predict the reactants needed to synthesize it. The reactants are: [Br:1][C:2]1[C:3](Cl)=[N:4][C:5]([CH3:9])=[CH:6][C:7]=1[CH3:8].[CH3:11][O-:12].[Na+].O. (6) The reactants are: [C:1]([N:5]1[C:9]2[NH:10][C:11](=[O:14])[CH:12]=[CH:13][C:8]=2[C:7]([CH:15]2[CH2:18][CH2:17][CH2:16]2)=[N:6]1)([CH3:4])([CH3:3])[CH3:2].[Br:19]Br. Given the product [Br:19][C:12]1[C:11](=[O:14])[NH:10][C:9]2[N:5]([C:1]([CH3:4])([CH3:2])[CH3:3])[N:6]=[C:7]([CH:15]3[CH2:18][CH2:17][CH2:16]3)[C:8]=2[CH:13]=1, predict the reactants needed to synthesize it. (7) Given the product [O:4]1[CH2:5][CH:6]([C:8]2[C:16]3[S:15][C:14]([NH:17][C:21]([N:30]4[CH2:35][CH2:34][CH2:33][CH2:32][CH2:31]4)=[O:22])=[N:13][C:12]=3[C:11]([O:18][CH3:19])=[CH:10][CH:9]=2)[CH2:7][O:1][CH2:2][CH2:3]1, predict the reactants needed to synthesize it. The reactants are: [O:1]1[CH2:7][CH:6]([C:8]2[C:16]3[S:15][C:14]([NH2:17])=[N:13][C:12]=3[C:11]([O:18][CH3:19])=[CH:10][CH:9]=2)[CH2:5][O:4][CH2:3][CH2:2]1.Cl[C:21](OC1C=CC=CC=1)=[O:22].[NH:30]1[CH2:35][CH2:34][CH2:33][CH2:32][CH2:31]1. (8) The reactants are: [N:1]([CH2:4][CH2:5][CH2:6][N:7]1[CH:11]=[CH:10][C:9]([C:12]2[CH:17]=[CH:16][C:15]([F:18])=[CH:14][CH:13]=2)=[C:8]1[C:19]1[CH:24]=[CH:23][N:22]=[CH:21][CH:20]=1)=[N+]=[N-]. Given the product [NH2:1][CH2:4][CH2:5][CH2:6][N:7]1[CH:11]=[CH:10][C:9]([C:12]2[CH:13]=[CH:14][C:15]([F:18])=[CH:16][CH:17]=2)=[C:8]1[C:19]1[CH:24]=[CH:23][N:22]=[CH:21][CH:20]=1, predict the reactants needed to synthesize it.